Dataset: Reaction yield outcomes from USPTO patents with 853,638 reactions. Task: Predict the reaction yield, written as a fraction of the theoretical maximum amount of product (1.0 means a 100% yield; for example, 0.34 means a 34% yield). (1) The reactants are [F:1][C:2]1[CH:3]=[C:4]([C:11](=[O:13])[CH3:12])[CH:5]=[C:6]([F:10])[C:7]=1[S:8][CH3:9].[Br:14]Br.O. The catalyst is Br.C(O)(=O)C. The product is [Br:14][CH2:12][C:11]([C:4]1[CH:3]=[C:2]([F:1])[C:7]([S:8][CH3:9])=[C:6]([F:10])[CH:5]=1)=[O:13]. The yield is 0.860. (2) The reactants are [CH3:1][C:2]1[O:3][C:4]([C:10]2[CH:15]=[CH:14][CH:13]=[CH:12][CH:11]=2)=[CH:5][C:6]=1[C:7](Cl)=[O:8].[F:16][C:17]([F:30])([F:29])[C:18]1[CH:19]=[C:20]([NH2:28])[CH:21]=[C:22]([C:24]([F:27])([F:26])[F:25])[CH:23]=1.C(N(CC)C(C)C)(C)C.Cl.C([O-])(O)=O.[Na+]. The catalyst is ClCCl. The product is [F:16][C:17]([F:29])([F:30])[C:18]1[CH:19]=[C:20]([NH:28][C:7]([C:6]2[CH:5]=[C:4]([C:10]3[CH:15]=[CH:14][CH:13]=[CH:12][CH:11]=3)[O:3][C:2]=2[CH3:1])=[O:8])[CH:21]=[C:22]([C:24]([F:25])([F:27])[F:26])[CH:23]=1. The yield is 0.820. (3) The reactants are [NH:1]1[C:9]2[C:4](=[CH:5][CH:6]=[C:7]([C:10]([OH:12])=[O:11])[CH:8]=2)[CH:3]=[CH:2]1.CO.[C:15]1(=O)[CH2:20][CH2:19][CH2:18][CH2:17][CH2:16]1.C[O-].[Na+]. The catalyst is C1CCCCC1.O. The product is [C:15]1([C:3]2[C:4]3[C:9](=[CH:8][C:7]([C:10]([OH:12])=[O:11])=[CH:6][CH:5]=3)[NH:1][CH:2]=2)[CH2:20][CH2:19][CH2:18][CH2:17][CH:16]=1. The yield is 1.00. (4) The reactants are [CH2:1]([O:8][P:9]([O:19][CH2:20][CH2:21][CH2:22][O:23][CH2:24][C:25]([CH3:34])([CH3:33])[C:26]([O:28]C(C)(C)C)=[O:27])([O:11][CH2:12][C:13]1[CH:18]=[CH:17][CH:16]=[CH:15][CH:14]=1)=[O:10])[C:2]1[CH:7]=[CH:6][CH:5]=[CH:4][CH:3]=1.C(O)(C(F)(F)F)=O. The product is [CH2:1]([O:8][P:9]([O:19][CH2:20][CH2:21][CH2:22][O:23][CH2:24][C:25]([CH3:34])([CH3:33])[C:26]([OH:28])=[O:27])([O:11][CH2:12][C:13]1[CH:14]=[CH:15][CH:16]=[CH:17][CH:18]=1)=[O:10])[C:2]1[CH:3]=[CH:4][CH:5]=[CH:6][CH:7]=1. The catalyst is C(Cl)Cl. The yield is 0.580. (5) The reactants are [NH2:1][C:2]1[CH:7]=[CH:6][C:5]([C:8]2[CH:16]=[C:15]3[C:11]([CH2:12][N:13]([C@@H:18]([CH:23]([CH3:25])[CH3:24])[C:19]([O:21][CH3:22])=[O:20])[C:14]3=[O:17])=[CH:10][CH:9]=2)=[CH:4][CH:3]=1.[CH3:26][C:27]1[O:31][C:30]([C:32]2[CH:37]=[CH:36][CH:35]=[CH:34][CH:33]=2)=[N:29][C:28]=1[C:38](O)=[O:39]. No catalyst specified. The yield is 0.430. The product is [CH3:24][CH:23]([CH3:25])[C@H:18]([N:13]1[CH2:12][C:11]2[C:15](=[CH:16][C:8]([C:5]3[CH:4]=[CH:3][C:2]([NH:1][C:38]([C:28]4[N:29]=[C:30]([C:32]5[CH:37]=[CH:36][CH:35]=[CH:34][CH:33]=5)[O:31][C:27]=4[CH3:26])=[O:39])=[CH:7][CH:6]=3)=[CH:9][CH:10]=2)[C:14]1=[O:17])[C:19]([O:21][CH3:22])=[O:20]. (6) The reactants are CC1(C)O[C:6](=[O:8])[C:5](=[CH:9][NH:10][C:11]2[CH:25]=[CH:24][C:14]([C:15]([O:17][C:18]3[CH:23]=[CH:22][CH:21]=[CH:20][CH:19]=3)=[O:16])=[C:13]([OH:26])[CH:12]=2)C(=O)O1.[CH2:29](Br)[C:30]1[CH:35]=[CH:34][CH:33]=[CH:32][CH:31]=1.C(=O)([O-])[O-].[K+].[K+].C(OCC)C.O1CCCC1. The catalyst is CN(C)C=O.C(O)C.CCCCCC.C1C=CC(C2C=CC=CC=2)=CC=1.C1C=CC(OC2C=CC=CC=2)=CC=1.C(OCC)C.O. The product is [CH2:29]([O:26][C:13]1[CH:12]=[C:11]2[C:25]([C:6](=[O:8])[CH:5]=[CH:9][NH:10]2)=[CH:24][C:14]=1[C:15]([O:17][C:18]1[CH:19]=[CH:20][CH:21]=[CH:22][CH:23]=1)=[O:16])[C:30]1[CH:35]=[CH:34][CH:33]=[CH:32][CH:31]=1. The yield is 0.110.